Dataset: Reaction yield outcomes from USPTO patents with 853,638 reactions. Task: Predict the reaction yield, written as a fraction of the theoretical maximum amount of product (1.0 means a 100% yield; for example, 0.34 means a 34% yield). The reactants are [Cl:1][C:2]1[CH:3]=[C:4]([CH:15]=[C:16]([Cl:18])[CH:17]=1)[CH2:5][NH:6][CH2:7][C:8]1[CH:13]=[CH:12][C:11]([F:14])=[CH:10][CH:9]=1.[C:19]([C:21]1[CH:22]=[C:23]([S:27](Cl)(=[O:29])=[O:28])[CH:24]=[CH:25][CH:26]=1)#[N:20].CCN(CC)CC.S(Cl)(Cl)(=O)=O. The catalyst is C1COCC1. The product is [C:19]([C:21]1[CH:22]=[C:23]([S:27]([N:6]([CH2:5][C:4]2[CH:3]=[C:2]([Cl:1])[CH:17]=[C:16]([Cl:18])[CH:15]=2)[CH2:7][C:8]2[CH:9]=[CH:10][C:11]([F:14])=[CH:12][CH:13]=2)(=[O:29])=[O:28])[CH:24]=[CH:25][CH:26]=1)#[N:20]. The yield is 0.810.